Dataset: Full USPTO retrosynthesis dataset with 1.9M reactions from patents (1976-2016). Task: Predict the reactants needed to synthesize the given product. (1) Given the product [Cl:1][C:2]1[CH:3]=[C:4]([O:13][CH:14]2[CH2:18][CH2:17][CH2:16][CH2:15]2)[C:5]([CH3:12])=[C:6]([CH:11]=1)[C:7]([OH:9])=[O:8], predict the reactants needed to synthesize it. The reactants are: [Cl:1][C:2]1[CH:3]=[C:4]([O:13][CH:14]2[CH2:18][CH2:17][CH2:16][CH2:15]2)[C:5]([CH3:12])=[C:6]([CH:11]=1)[C:7]([O:9]C)=[O:8].[OH-].[Na+]. (2) Given the product [S:13](=[O:20])(=[O:15])([O:14][CH2:8][CH2:7][CH:1]1[CH2:6][CH2:5][CH2:4][CH2:3][CH2:2]1)[NH2:16], predict the reactants needed to synthesize it. The reactants are: [CH:1]1([CH:7](O)[CH3:8])[CH2:6][CH2:5][CH2:4][CH2:3][CH2:2]1.[H-].[Na+].Cl[S:13]([N:16]=C=O)(=[O:15])=[O:14].C(O)=[O:20].